This data is from Full USPTO retrosynthesis dataset with 1.9M reactions from patents (1976-2016). The task is: Predict the reactants needed to synthesize the given product. (1) Given the product [Cl:12][C:10]1[S:11][C:6]2[CH:5]=[C:4]([C:1](=[O:3])[NH:14][CH:15]3[CH2:23][C:22]4[C:17](=[CH:18][CH:19]=[CH:20][CH:21]=4)[CH:16]3[NH:24][S:25]([CH3:28])(=[O:27])=[O:26])[NH:8][C:7]=2[C:9]=1[Cl:13], predict the reactants needed to synthesize it. The reactants are: [C:1]([C:4]1[NH:8][C:7]2[C:9]([Cl:13])=[C:10]([Cl:12])[S:11][C:6]=2[CH:5]=1)([OH:3])=O.[NH2:14][C@@H:15]1[CH2:23][C:22]2[C:17](=[CH:18][CH:19]=[CH:20][CH:21]=2)[C@H:16]1[NH:24][S:25]([CH3:28])(=[O:27])=[O:26].CCN(C(C)C)C(C)C.C1C=CC2N(O)N=NC=2C=1.CCN=C=NCCCN(C)C. (2) The reactants are: [NH2:1][C:2]1[CH:7]=[CH:6][CH:5]=[CH:4][CH:3]=1.[O:8]1[C:13]2[CH:14]=[CH:15][CH:16]=[CH:17][C:12]=2[O:11][CH2:10][CH:9]1[C:18]([OH:20])=O.CN(C(O[N:29]1[N:37]=N[C:31]2[CH:32]=CC=[N:35][C:30]1=2)=[N+](C)C)C.F[P-](F)(F)(F)(F)F.CCN(C(C)C)C(C)C. Given the product [NH2:35][C:30]1[NH:29][N:37]=[CH:32][C:31]=1[C:5]1[CH:6]=[CH:7][C:2]([NH:1][C:18]([CH:9]2[O:8][C:13]3[CH:14]=[CH:15][CH:16]=[CH:17][C:12]=3[O:11][CH2:10]2)=[O:20])=[CH:3][CH:4]=1, predict the reactants needed to synthesize it.